Predict the reactants needed to synthesize the given product. From a dataset of Full USPTO retrosynthesis dataset with 1.9M reactions from patents (1976-2016). (1) Given the product [NH2:22][C:23]1[C:24]([Cl:32])=[C:25]([NH:14][C@H:12]([C:10]2[N:9]([C:15]3[CH:16]=[CH:17][CH:18]=[CH:19][CH:20]=3)[C:8]3[CH:21]=[C:4]([F:3])[CH:5]=[CH:6][C:7]=3[N:11]=2)[CH3:13])[C:26](=[O:30])[N:27]([CH3:29])[N:28]=1, predict the reactants needed to synthesize it. The reactants are: Cl.Cl.[F:3][C:4]1[CH:5]=[CH:6][C:7]2[N:11]=[C:10]([C@@H:12]([NH2:14])[CH3:13])[N:9]([C:15]3[CH:20]=[CH:19][CH:18]=[CH:17][CH:16]=3)[C:8]=2[CH:21]=1.[NH2:22][C:23]1[C:24]([Cl:32])=[C:25](Cl)[C:26](=[O:30])[N:27]([CH3:29])[N:28]=1.C(N(C(C)C)CC)(C)C. (2) Given the product [Cl:25][C:12]1[N:13]=[C:8]([C:4]2[CH:5]=[CH:6][CH:7]=[C:2]([F:1])[CH:3]=2)[C:9]([C:17]2[CH:22]=[CH:21][N:20]=[CH:19][N:18]=2)=[CH:10][C:11]=1[C:15]#[N:16], predict the reactants needed to synthesize it. The reactants are: [F:1][C:2]1[CH:3]=[C:4]([C:8]2[NH:13][C:12](=O)[C:11]([C:15]#[N:16])=[CH:10][C:9]=2[C:17]2[CH:22]=[CH:21][N:20]=[CH:19][N:18]=2)[CH:5]=[CH:6][CH:7]=1.P(Cl)(Cl)([Cl:25])=O. (3) Given the product [CH3:16][C:17]1[N:18]=[C:19]([C:24]2[CH:25]=[CH:26][C:27]([C:30]([F:33])([F:32])[F:31])=[CH:28][CH:29]=2)[S:20][C:21]=1[CH2:22][NH:15][C:12]1[CH:11]=[CH:10][C:9]([C@@H:7]2[CH2:8][C@H:6]2[C:4]([OH:3])=[O:5])=[CH:14][CH:13]=1, predict the reactants needed to synthesize it. The reactants are: C([O:3][C:4]([C@@H:6]1[CH2:8][C@H:7]1[C:9]1[CH:14]=[CH:13][C:12]([NH2:15])=[CH:11][CH:10]=1)=[O:5])C.[CH3:16][C:17]1[N:18]=[C:19]([C:24]2[CH:29]=[CH:28][C:27]([C:30]([F:33])([F:32])[F:31])=[CH:26][CH:25]=2)[S:20][C:21]=1[CH:22]=O. (4) Given the product [CH3:11][C@@H:12]1[CH2:16][CH2:15][CH2:14][N:13]1[CH2:23][CH2:24][C:25]1[N:26]=[N:27][C:28]2[C:33]([CH:34]=1)=[CH:32][CH:31]=[C:30]([C:35]1[CH:42]=[CH:41][C:38]([C:39]#[N:40])=[CH:37][CH:36]=1)[CH:29]=2, predict the reactants needed to synthesize it. The reactants are: C([C@@H]([C@H](C(O)=O)O)O)(O)=O.[CH3:11][C@@H:12]1[CH2:16][CH2:15][CH2:14][NH:13]1.[OH-].[Na+].[Cl-].[Na+].O.Cl[CH2:23][CH2:24][C:25]1[N:26]=[N:27][C:28]2[C:33]([CH:34]=1)=[CH:32][CH:31]=[C:30]([C:35]1[CH:42]=[CH:41][C:38]([C:39]#[N:40])=[CH:37][CH:36]=1)[CH:29]=2. (5) Given the product [CH3:1][O:2][C:3](=[O:12])[C:4]1[CH:9]=[CH:8][C:7]([Cl:10])=[C:6]([NH:11][C:29](=[O:30])[CH2:28][O:27][CH2:20][C:21]2[CH:26]=[CH:25][CH:24]=[CH:23][CH:22]=2)[CH:5]=1, predict the reactants needed to synthesize it. The reactants are: [CH3:1][O:2][C:3](=[O:12])[C:4]1[CH:9]=[CH:8][C:7]([Cl:10])=[C:6]([NH2:11])[CH:5]=1.C(N(CC)CC)C.[CH2:20]([O:27][CH2:28][C:29](Cl)=[O:30])[C:21]1[CH:26]=[CH:25][CH:24]=[CH:23][CH:22]=1. (6) Given the product [C:25]([O:24][C:22]([N:2]([CH3:1])[CH2:3][CH2:4][NH:5][CH3:6])=[O:23])([CH3:26])([CH3:27])[CH3:28], predict the reactants needed to synthesize it. The reactants are: [CH3:1][NH:2][CH2:3][CH2:4][NH:5][CH3:6].C(N(CC)CC)C.[C:22](O[C:22]([O:24][C:25]([CH3:28])([CH3:27])[CH3:26])=[O:23])([O:24][C:25]([CH3:28])([CH3:27])[CH3:26])=[O:23].